From a dataset of Reaction yield outcomes from USPTO patents with 853,638 reactions. Predict the reaction yield, written as a fraction of the theoretical maximum amount of product (1.0 means a 100% yield; for example, 0.34 means a 34% yield). (1) The reactants are [N+:1]([C:4]1[CH:5]=[CH:6][CH:7]=[C:8]2[C:13]=1[N:12]=[CH:11][CH:10]=[CH:9]2)([O-:3])=[O:2].[I:14]N1C(=O)CCC1=O. The catalyst is C(O)(=O)C. The product is [I:14][C:10]1[CH:11]=[N:12][C:13]2[C:8]([CH:9]=1)=[CH:7][CH:6]=[CH:5][C:4]=2[N+:1]([O-:3])=[O:2]. The yield is 0.970. (2) The reactants are B(Br)(Br)Br.[CH2:5]([O:7][C:8](=[O:29])[CH2:9][C:10]1[CH:15]=[CH:14][C:13]([NH:16][C:17]([C:19]2[C:24]([Cl:25])=[CH:23][CH:22]=[C:21]([O:26]C)[C:20]=2[F:28])=[O:18])=[CH:12][CH:11]=1)[CH3:6]. The catalyst is ClCCl. The product is [Cl:25][C:24]1[C:19]([C:17]([NH:16][C:13]2[CH:12]=[CH:11][C:10]([CH2:9][C:8]([O:7][CH2:5][CH3:6])=[O:29])=[CH:15][CH:14]=2)=[O:18])=[C:20]([F:28])[C:21]([OH:26])=[CH:22][CH:23]=1. The yield is 0.320. (3) The reactants are [F:1][C:2]1[CH:7]=[CH:6][CH:5]=[CH:4][C:3]=1[OH:8].Br[C:10]1[CH:15]=[CH:14][C:13]([Br:16])=[CH:12][N:11]=1.CN(C)C=O.[H-].[Na+]. The catalyst is O. The product is [Br:16][C:13]1[CH:14]=[CH:15][C:10]([O:8][C:3]2[CH:4]=[CH:5][CH:6]=[CH:7][C:2]=2[F:1])=[N:11][CH:12]=1. The yield is 0.280. (4) The reactants are [CH2:1]([O:8][C:9]([N:11]1[CH2:15][C@@H:14]([N:16]2[CH2:21][CH2:20][N:19]([S:22]([CH3:25])(=[O:24])=[O:23])[CH2:18][CH2:17]2)[CH2:13][C@H:12]1[C:26](O)=[O:27])=[O:10])[C:2]1[CH:7]=[CH:6][CH:5]=[CH:4][CH:3]=1.[NH2:29][C:30]1[CH:42]=[CH:41][C:33]([C:34]([O:36][C:37]([CH3:40])([CH3:39])[CH3:38])=[O:35])=[CH:32][CH:31]=1. The catalyst is N1C=CC=CC=1. The product is [CH3:40][C:37]([O:36][C:34]([C:33]1[CH:41]=[CH:42][C:30]([NH:29][C:26]([C@@H:12]2[CH2:13][C@H:14]([N:16]3[CH2:21][CH2:20][N:19]([S:22]([CH3:25])(=[O:24])=[O:23])[CH2:18][CH2:17]3)[CH2:15][N:11]2[C:9]([O:8][CH2:1][C:2]2[CH:7]=[CH:6][CH:5]=[CH:4][CH:3]=2)=[O:10])=[O:27])=[CH:31][CH:32]=1)=[O:35])([CH3:38])[CH3:39]. The yield is 0.650. (5) The reactants are ClC1N=C(Cl)C=CC=1C(N)=O.CC1(C)C(C)(C)OB([C:20]2[CH2:25][CH2:24][N:23]([C:26]([O:28]C(C)(C)C)=O)[CH2:22][CH:21]=2)O1.NC1C=[CH:39][C:38]([C:41]([N:43]2[CH2:48][CH2:47][CH2:46][CH2:45][CH2:44]2)=[O:42])=CC=1.C(O)(=O)C=C.[C:54]([C:57]1[CH:58]=[CH:59][C:60](C2CCN(C(OC(C)(C)C)=O)CC=2)=[N:61][C:62]=1[NH:63][C:64]1[CH:69]=[CH:68][C:67](CCN2CCCC2)=[CH:66][CH:65]=1)(=[O:56])[NH2:55].O(C1C=C(C=CC=1)OC1N=CC(C2CCNCC2)=CC=1C(N)=O)C1C=CC=CC=1. No catalyst specified. The product is [C:41]([N:43]1[CH2:44][CH:45]=[C:46]([C:60]2[CH:59]=[CH:58][C:57]([C:54]([NH2:55])=[O:56])=[C:62]([NH:63][C:64]3[CH:69]=[CH:68][C:67]([C:26]([N:23]4[CH2:22][CH2:21][CH2:20][CH2:25][CH2:24]4)=[O:28])=[CH:66][CH:65]=3)[N:61]=2)[CH2:47][CH2:48]1)(=[O:42])[CH:38]=[CH2:39]. The yield is 0.470. (6) The reactants are [N:1]1[CH:6]=[CH:5][CH:4]=[CH:3][C:2]=1[N:7]1[CH2:12][CH2:11][NH:10][CH2:9][CH2:8]1.C=O.[CH3:15][O:16][C:17]1[CH:18]=[C:19]([CH:23]=[C:24]([O:26][CH3:27])[CH:25]=1)[C:20]([NH2:22])=[O:21].[C:28](=O)([O-])[O-].[K+].[K+]. The catalyst is C(O)C. The product is [CH3:27][O:26][C:24]1[CH:23]=[C:19]([CH:18]=[C:17]([O:16][CH3:15])[CH:25]=1)[C:20]([NH:22][CH2:28][N:10]1[CH2:9][CH2:8][N:7]([C:2]2[CH:3]=[CH:4][CH:5]=[CH:6][N:1]=2)[CH2:12][CH2:11]1)=[O:21]. The yield is 0.720. (7) The reactants are [F:1][C:2]([F:39])([F:38])[C:3]1[CH:4]=[C:5]([CH:31]=[C:32]([C:34]([F:37])([F:36])[F:35])[CH:33]=1)[CH2:6][N:7]1[CH2:14][CH2:13][CH2:12][NH:11][C:10]2[N:15]=[C:16](S(C)(=O)=O)[N:17]=[C:18]([C:19]3[CH:24]=[CH:23][CH:22]=[CH:21][C:20]=3[CH3:25])[C:9]=2[C:8]1=[O:30].[N:40]1[CH:45]=[CH:44][CH:43]=[CH:42][C:41]=1[N:46]1[CH2:51][CH2:50][NH:49][CH2:48][CH2:47]1. No catalyst specified. The product is [F:1][C:2]([F:39])([F:38])[C:3]1[CH:4]=[C:5]([CH:31]=[C:32]([C:34]([F:37])([F:36])[F:35])[CH:33]=1)[CH2:6][N:7]1[CH2:14][CH2:13][CH2:12][NH:11][C:10]2[N:15]=[C:16]([N:49]3[CH2:50][CH2:51][N:46]([C:41]4[CH:42]=[CH:43][CH:44]=[CH:45][N:40]=4)[CH2:47][CH2:48]3)[N:17]=[C:18]([C:19]3[CH:24]=[CH:23][CH:22]=[CH:21][C:20]=3[CH3:25])[C:9]=2[C:8]1=[O:30]. The yield is 0.970.